From a dataset of Catalyst prediction with 721,799 reactions and 888 catalyst types from USPTO. Predict which catalyst facilitates the given reaction. Reactant: [CH3:1][O:2][C:3]([CH:5](P(OC)(OC)=O)[NH:6][C:7]([O:9][CH2:10][C:11]1[CH:16]=[CH:15][CH:14]=[CH:13][CH:12]=1)=[O:8])=[O:4].[CH3:23][C:24]1[CH:25]=[C:26]([CH:29]=O)[S:27][CH:28]=1.C1CCN2C(=NCCC2)CC1. Product: [CH2:10]([O:9][C:7]([NH:6]/[C:5](=[CH:29]\[C:26]1[S:27][CH:28]=[C:24]([CH3:23])[CH:25]=1)/[C:3]([O:2][CH3:1])=[O:4])=[O:8])[C:11]1[CH:12]=[CH:13][CH:14]=[CH:15][CH:16]=1. The catalyst class is: 2.